This data is from Full USPTO retrosynthesis dataset with 1.9M reactions from patents (1976-2016). The task is: Predict the reactants needed to synthesize the given product. (1) Given the product [NH2:14][C:15]1[S:16][C@:17]2([C:41]([NH2:42])=[O:43])[C@H:19]([C@:20]([C:23]3[CH:28]=[C:27]([NH:29][C:30](=[O:38])[C:31]4[CH:36]=[CH:35][C:34]([Cl:37])=[CH:33][N:32]=4)[CH:26]=[C:25]([F:39])[C:24]=3[F:40])([CH3:22])[N:21]=1)[CH2:18]2, predict the reactants needed to synthesize it. The reactants are: C(O)(C(F)(F)F)=O.C(OC(=O)[NH:14][C:15]1[S:16][C@:17]2([C:41](=[O:43])[NH2:42])[C@H:19]([C@:20]([C:23]3[CH:28]=[C:27]([NH:29][C:30](=[O:38])[C:31]4[CH:36]=[CH:35][C:34]([Cl:37])=[CH:33][N:32]=4)[CH:26]=[C:25]([F:39])[C:24]=3[F:40])([CH3:22])[N:21]=1)[CH2:18]2)(C)(C)C. (2) Given the product [Cl:11][C:12]1[CH:19]=[CH:18][CH:17]=[C:16]([O:20][CH3:21])[C:13]=1[CH:14]([C:2]1[O:1][CH:5]=[CH:4][CH:3]=1)[OH:15], predict the reactants needed to synthesize it. The reactants are: [O:1]1[CH:5]=[CH:4][CH:3]=[CH:2]1.C([Li])CCC.[Cl:11][C:12]1[CH:19]=[CH:18][CH:17]=[C:16]([O:20][CH3:21])[C:13]=1[CH:14]=[O:15].O. (3) Given the product [CH3:1][CH:2]1[CH2:7][CH2:6][CH2:5][CH2:4][N:3]1[C:8]1[C:9]([O:22][S:30]([C:33]([F:36])([F:35])[F:34])(=[O:31])=[O:29])=[N:10][C:11]2[C:16]([N:17]=1)=[CH:15][C:14]([C:18]([O:20][CH3:21])=[O:19])=[CH:13][CH:12]=2, predict the reactants needed to synthesize it. The reactants are: [CH3:1][CH:2]1[CH2:7][CH2:6][CH2:5][CH2:4][N:3]1[C:8]1[C:9](=[O:22])[NH:10][C:11]2[C:16]([N:17]=1)=[CH:15][C:14]([C:18]([O:20][CH3:21])=[O:19])=[CH:13][CH:12]=2.N1C=CC=CC=1.[O:29](S(C(F)(F)F)(=O)=O)[S:30]([C:33]([F:36])([F:35])[F:34])(=O)=[O:31]. (4) Given the product [CH2:13]([O:12][C:10](=[O:11])[CH2:9][C:8]([N:1]1[CH2:7][CH2:6][CH2:5][N:4]([C:26]([O:28][C:29]2[CH:30]=[CH:31][C:32]([N+:35]([O-:37])=[O:36])=[CH:33][CH:34]=2)=[O:27])[CH2:3][CH2:2]1)=[O:15])[CH3:14], predict the reactants needed to synthesize it. The reactants are: [N:1]1([C:8](=[O:15])[CH2:9][C:10]([O:12][CH2:13][CH3:14])=[O:11])[CH2:7][CH2:6][CH2:5][NH:4][CH2:3][CH2:2]1.CCN(C(C)C)C(C)C.Cl[C:26]([O:28][C:29]1[CH:34]=[CH:33][C:32]([N+:35]([O-:37])=[O:36])=[CH:31][CH:30]=1)=[O:27]. (5) Given the product [CH:1]([O:4][C:5]1[CH:6]=[C:7]([C:13](=[O:16])[CH2:14][CH3:15])[CH:8]=[CH:9][C:10]=1[O:11][CH3:12])([CH3:3])[CH3:2], predict the reactants needed to synthesize it. The reactants are: [CH:1]([O:4][C:5]1[CH:6]=[C:7]([CH:13]([OH:16])[CH2:14][CH3:15])[CH:8]=[CH:9][C:10]=1[O:11][CH3:12])([CH3:3])[CH3:2]. (6) Given the product [CH2:7]([N:14]1[CH2:22][CH:21]2[CH:16]([CH2:17][NH:18][CH2:19][CH2:20]2)[CH2:15]1)[C:8]1[CH:13]=[CH:12][CH:11]=[CH:10][CH:9]=1, predict the reactants needed to synthesize it. The reactants are: [H-].[H-].[H-].[H-].[Li+].[Al+3].[CH2:7]([N:14]1[C:22](=O)[CH:21]2[CH:16]([CH2:17][NH:18][CH2:19][CH2:20]2)[C:15]1=O)[C:8]1[CH:13]=[CH:12][CH:11]=[CH:10][CH:9]=1. (7) Given the product [Br:1][C:2]1[N:3]=[C:4]([C:20]2[C:21]([CH3:22])=[N:42][N:43]3[CH:48]=[CH:47][C:46]([CH:49]([O:50][CH2:51][CH3:52])[O:53][CH2:54][CH3:55])=[CH:45][C:44]=23)[S:5][C:6]=1[C:7]1[N:11]=[CH:10][N:9]([CH2:12][O:13][CH2:14][CH2:15][Si:16]([CH3:19])([CH3:18])[CH3:17])[N:8]=1, predict the reactants needed to synthesize it. The reactants are: [Br:1][C:2]1[N:3]=[C:4]([C:20]#[C:21][CH3:22])[S:5][C:6]=1[C:7]1[N:11]=[CH:10][N:9]([CH2:12][O:13][CH2:14][CH2:15][Si:16]([CH3:19])([CH3:18])[CH3:17])[N:8]=1.C(=O)([O-])[O-].[K+].[K+].CC1C=C(C)C=C(C)C=1S([O-])(=O)=O.[NH2:42][N+:43]1[CH:48]=[CH:47][C:46]([CH:49]([O:53][CH2:54][CH3:55])[O:50][CH2:51][CH3:52])=[CH:45][CH:44]=1. (8) Given the product [CH2:1]([NH:3][C:4]([N:6]1[C:14]2[C:9](=[CH:10][C:11]([C:15](=[O:38])[CH2:16][CH2:17][CH2:18][CH2:19][N:20]([CH2:28][CH2:29][C:30]3[CH:35]=[CH:34][CH:33]=[CH:32][C:31]=3[O:36][CH3:37])[C:21](=[O:27])[O:22][C:23]([CH3:26])([CH3:25])[CH3:24])=[CH:12][CH:13]=2)[CH2:8][CH2:7]1)=[O:5])[CH3:2], predict the reactants needed to synthesize it. The reactants are: [CH2:1]([N:3]=[C:4]=[O:5])[CH3:2].[NH:6]1[C:14]2[C:9](=[CH:10][C:11]([C:15](=[O:38])[CH2:16][CH2:17][CH2:18][CH2:19][N:20]([CH2:28][CH2:29][C:30]3[CH:35]=[CH:34][CH:33]=[CH:32][C:31]=3[O:36][CH3:37])[C:21](=[O:27])[O:22][C:23]([CH3:26])([CH3:25])[CH3:24])=[CH:12][CH:13]=2)[CH2:8][CH2:7]1. (9) Given the product [C:4]([CH:6]1[CH2:7][CH2:8][N:9]([C:12]([O:14][C:15]([CH3:16])([CH3:17])[CH3:18])=[O:13])[CH2:10][CH2:11]1)(=[O:5])[CH3:20], predict the reactants needed to synthesize it. The reactants are: CON(C)[C:4]([CH:6]1[CH2:11][CH2:10][N:9]([C:12]([O:14][C:15]([CH3:18])([CH3:17])[CH3:16])=[O:13])[CH2:8][CH2:7]1)=[O:5].[CH3:20][Mg]Br.Cl.